This data is from Reaction yield outcomes from USPTO patents with 853,638 reactions. The task is: Predict the reaction yield, written as a fraction of the theoretical maximum amount of product (1.0 means a 100% yield; for example, 0.34 means a 34% yield). (1) The reactants are CO[C:3]([C:5]1[N:6]=[N:7][C:8]([O:11][CH2:12][C:13]2[C:14]([CH2:19][CH2:20][CH2:21][CH3:22])=[N:15][O:16][C:17]=2[CH3:18])=[CH:9][CH:10]=1)=[O:4].[O:23]1[CH2:27][CH2:26][CH:25]([NH2:28])[CH2:24]1. No catalyst specified. The product is [O:23]1[CH2:27][CH2:26][CH:25]([NH:28][C:3]([C:5]2[N:6]=[N:7][C:8]([O:11][CH2:12][C:13]3[C:14]([CH2:19][CH2:20][CH2:21][CH3:22])=[N:15][O:16][C:17]=3[CH3:18])=[CH:9][CH:10]=2)=[O:4])[CH2:24]1. The yield is 0.920. (2) The reactants are [C:1]1(=[O:14])[C:6]2=[CH:7][C:8]3[CH2:9][CH2:10][CH2:11][CH2:12][C:13]=3[N:5]2[CH2:4][CH2:3][NH:2]1.[Br:15]N1C(=O)CCC1=O. The catalyst is CN(C)C=O.O. The product is [Br:15][C:7]1[C:8]2[CH2:9][CH2:10][CH2:11][CH2:12][C:13]=2[N:5]2[CH2:4][CH2:3][NH:2][C:1](=[O:14])[C:6]=12. The yield is 0.710. (3) The reactants are [CH2:1]([NH:8][CH2:9][C:10]([O:12][CH2:13][CH3:14])=[O:11])[C:2]1[CH:7]=[CH:6][CH:5]=[CH:4][CH:3]=1.[C:15]([C:17](=[CH:23]OCC)[C:18]([O:20][CH2:21][CH3:22])=[O:19])#[N:16].CCN(CC)CC. The catalyst is C1(C)C=CC=CC=1. The product is [NH2:16][C:15]1[C:17]([C:18]([O:20][CH2:21][CH3:22])=[O:19])=[CH:23][N:8]([CH2:1][C:2]2[CH:7]=[CH:6][CH:5]=[CH:4][CH:3]=2)[C:9]=1[C:10]([O:12][CH2:13][CH3:14])=[O:11]. The yield is 0.750. (4) The reactants are [CH2:1]([O:8][CH2:9][C:10]1([C:15]([O:17]C)=[O:16])[CH2:14][CH2:13][CH2:12][O:11]1)[C:2]1[CH:7]=[CH:6][CH:5]=[CH:4][CH:3]=1.[OH-].[Na+]. The catalyst is C1COCC1.CO.CCOC(C)=O. The product is [CH2:1]([O:8][CH2:9][C:10]1([C:15]([OH:17])=[O:16])[CH2:14][CH2:13][CH2:12][O:11]1)[C:2]1[CH:7]=[CH:6][CH:5]=[CH:4][CH:3]=1. The yield is 0.630.